From a dataset of Reaction yield outcomes from USPTO patents with 853,638 reactions. Predict the reaction yield, written as a fraction of the theoretical maximum amount of product (1.0 means a 100% yield; for example, 0.34 means a 34% yield). The yield is 0.410. The product is [O:1]=[C:2]1[C:10]2[C:5](=[CH:6][CH:7]=[CH:8][CH:9]=2)[CH:4]([S:11][CH2:12][C:13]([NH:28][C:29]2[N:34]=[CH:33][CH:32]=[CH:31][N:30]=2)=[O:15])[N:3]1[CH2:16][C:17]1[S:18][CH:19]=[CH:20][CH:21]=1. The reactants are [O:1]=[C:2]1[C:10]2[C:5](=[CH:6][CH:7]=[CH:8][CH:9]=2)[CH:4]([S:11][CH2:12][C:13]([OH:15])=O)[N:3]1[CH2:16][C:17]1[S:18][CH:19]=[CH:20][CH:21]=1.C(Cl)(=O)C(Cl)=O.[NH2:28][C:29]1[N:34]=[CH:33][CH:32]=[CH:31][N:30]=1.N1C=CC=CC=1.Cl. The catalyst is ClCCl.CN(C=O)C.C1COCC1.